Dataset: Human liver microsome stability data. Task: Regression/Classification. Given a drug SMILES string, predict its absorption, distribution, metabolism, or excretion properties. Task type varies by dataset: regression for continuous measurements (e.g., permeability, clearance, half-life) or binary classification for categorical outcomes (e.g., BBB penetration, CYP inhibition). Dataset: hlm. (1) The compound is COc1ccc2c(c1)[C@]13CCCC[C@@H]1[C@H](C2)N(C)CC3. The result is 0 (unstable in human liver microsomes). (2) The molecule is CN1C(=O)CN(Cc2ccc(-c3cccc(CN4CCCCC4)n3)cc2)C1=O. The result is 0 (unstable in human liver microsomes). (3) The result is 1 (stable in human liver microsomes). The molecule is O=C(NC[C@H]1CC[C@@H](CCOc2ccccc2)CC1)c1ccc2[nH]ncc2c1. (4) The molecule is Cc1nc(C(=O)N2CCC[C@@H](C(F)(F)F)[C@H]2CNC(=O)c2cccc3cccnc23)c(-c2ccccc2)s1. The result is 0 (unstable in human liver microsomes). (5) The compound is CNc1nc(NCCCN(C)C)c2sc(-c3ccc(C(F)(F)F)nc3)cc2n1. The result is 0 (unstable in human liver microsomes). (6) The drug is CC(C)(C)C[C@@H]1N[C@@H](C(=O)N[C@H]2C[C@H](O)C2)[C@H](c2cccc(Cl)c2F)[C@]12C(=O)Nc1cc(Cl)ccc12. The result is 0 (unstable in human liver microsomes). (7) The molecule is COc1nc2ccc(Br)cc2cc1[C@@H](c1ccnc(OC)c1OC)[C@@](O)(CCN(C)C)c1cccc(C#N)c1. The result is 0 (unstable in human liver microsomes). (8) The molecule is COCCOc1cc2ncnc(Nc3c(F)ccc(O)c3C)c2cc1OC. The result is 0 (unstable in human liver microsomes). (9) The molecule is Cc1cccc(Nc2sc(-c3ccc(F)cc3)cc2C(N)=O)n1. The result is 0 (unstable in human liver microsomes). (10) The drug is CC(C)OC(=O)[C@H](C)N[P@@](=O)(OC[C@H]1O[C@@H](n2ccc(=O)[nH]c2=O)[C@](F)(Br)[C@H]1O)Oc1ccccc1. The result is 1 (stable in human liver microsomes).